Dataset: Reaction yield outcomes from USPTO patents with 853,638 reactions. Task: Predict the reaction yield, written as a fraction of the theoretical maximum amount of product (1.0 means a 100% yield; for example, 0.34 means a 34% yield). The reactants are Br[C:2]1[CH:14]=[CH:13][C:5]([C:6]([O:8][C:9]([CH3:12])([CH3:11])[CH3:10])=[O:7])=[C:4]([Cl:15])[CH:3]=1.C([O-])([O-])=O.[K+].[K+].[C:22]1(C)C=CC=C[CH:23]=1. The catalyst is C1C=CC([P]([Pd]([P](C2C=CC=CC=2)(C2C=CC=CC=2)C2C=CC=CC=2)([P](C2C=CC=CC=2)(C2C=CC=CC=2)C2C=CC=CC=2)[P](C2C=CC=CC=2)(C2C=CC=CC=2)C2C=CC=CC=2)(C2C=CC=CC=2)C2C=CC=CC=2)=CC=1. The product is [Cl:15][C:4]1[CH:3]=[C:2]([CH:22]=[CH2:23])[CH:14]=[CH:13][C:5]=1[C:6]([O:8][C:9]([CH3:12])([CH3:11])[CH3:10])=[O:7]. The yield is 0.460.